The task is: Predict the reaction yield, written as a fraction of the theoretical maximum amount of product (1.0 means a 100% yield; for example, 0.34 means a 34% yield).. This data is from Reaction yield outcomes from USPTO patents with 853,638 reactions. (1) The reactants are [I:1][C:2]1[CH:3]=[CH:4][C:5]2[N:6]([N:8]=[C:9]([C:14]3[CH:19]=[CH:18][CH:17]=[CH:16][CH:15]=3)[C:10]=2[C:11](O)=[O:12])[CH:7]=1.O[N:21]1[C:25]2N=CC=CC=2N=N1.Cl.CN.C(N(C(C)C)CC)(C)C.Cl.CN(C)CCCN=C=NCC. The catalyst is C(OC(=O)C)C.CN(C)C=O.ClCCl. The product is [I:1][C:2]1[CH:3]=[CH:4][C:5]2[N:6]([N:8]=[C:9]([C:14]3[CH:19]=[CH:18][CH:17]=[CH:16][CH:15]=3)[C:10]=2[C:11]([NH:21][CH3:25])=[O:12])[CH:7]=1. The yield is 0.900. (2) The reactants are [CH2:1]([N:3]1[C:12]2[C:7](=[CH:8][C:9]([N+:13]([O-])=O)=[CH:10][CH:11]=2)[C:6](=[O:16])[N:5]([CH2:17][S:18][CH3:19])[C:4]1=[O:20])[CH3:2].[Sn](Cl)Cl. The catalyst is C(O)C. The product is [NH2:13][C:9]1[CH:8]=[C:7]2[C:12](=[CH:11][CH:10]=1)[N:3]([CH2:1][CH3:2])[C:4](=[O:20])[N:5]([CH2:17][S:18][CH3:19])[C:6]2=[O:16]. The yield is 0.306. (3) The reactants are [CH3:1][C:2]1[C:6]([C:7]2[CH:16]=[C:15]3[C:10]([C:11]([NH:18][CH2:19][CH:20]4[CH2:25][CH2:24][O:23][CH2:22][CH2:21]4)=[C:12]([NH2:17])[CH:13]=[N:14]3)=[CH:9][C:8]=2[O:26][CH3:27])=[C:5]([CH3:28])[O:4][N:3]=1.[N:29]#[C:30]Br. The catalyst is C(O)C. The product is [CH3:1][C:2]1[C:6]([C:7]2[C:8]([O:26][CH3:27])=[CH:9][C:10]3[C:11]4[N:18]([CH2:19][CH:20]5[CH2:21][CH2:22][O:23][CH2:24][CH2:25]5)[C:30]([NH2:29])=[N:17][C:12]=4[CH:13]=[N:14][C:15]=3[CH:16]=2)=[C:5]([CH3:28])[O:4][N:3]=1. The yield is 0.132. (4) The reactants are [Br:1][C:2]1[CH:3]=[C:4]([CH:7]=[CH:8][C:9]=1[O:10][CH3:11])[CH2:5]Br.[F:12][C:13]1[CH:18]=[CH:17][C:16](B(O)O)=[CH:15][CH:14]=1.P([O-])([O-])([O-])=O.[K+].[K+].[K+].C(COC)OC. The catalyst is C1C=CC([P]([Pd]([P](C2C=CC=CC=2)(C2C=CC=CC=2)C2C=CC=CC=2)([P](C2C=CC=CC=2)(C2C=CC=CC=2)C2C=CC=CC=2)[P](C2C=CC=CC=2)(C2C=CC=CC=2)C2C=CC=CC=2)(C2C=CC=CC=2)C2C=CC=CC=2)=CC=1.C(O)C. The product is [Br:1][C:2]1[CH:3]=[C:4]([CH2:5][C:16]2[CH:17]=[CH:18][C:13]([F:12])=[CH:14][CH:15]=2)[CH:7]=[CH:8][C:9]=1[O:10][CH3:11]. The yield is 0.400. (5) The reactants are [F:1][C:2]1[CH:3]=[C:4]([CH:7]=[CH:8][C:9]=1[OH:10])[CH:5]=O.[C:11]([NH:14][CH2:15][C:16]([OH:18])=[O:17])(=O)[CH3:12].C(=O)([O-])[O-].[Na+].[Na+].C([O-])(=O)C.[Na+].C(=O)([O-])[O-]. The catalyst is C(OC(=O)C)(=O)C.O. The product is [F:1][C:2]1[CH:3]=[C:4]([CH:7]=[CH:8][C:9]=1[OH:10])/[CH:5]=[C:15]1\[N:14]=[C:11]([CH3:12])[O:18][C:16]\1=[O:17]. The yield is -0.850.